The task is: Predict which catalyst facilitates the given reaction.. This data is from Catalyst prediction with 721,799 reactions and 888 catalyst types from USPTO. (1) Reactant: Cl[C:2]1[N:7]=[CH:6][N:5]=[C:4]([NH:8][C:9]2[CH:14]=[CH:13][C:12]([N:15]3[CH2:20][CH2:19][N:18]([CH:21]4[CH2:24][O:23][CH2:22]4)[C@@H:17]([CH3:25])[CH2:16]3)=[CH:11][CH:10]=2)[N:3]=1.[F:26][C:27]1[CH:34]=[CH:33][C:32](B2OC(C)(C)C(C)(C)O2)=[CH:31][C:28]=1[C:29]#[N:30].C(=O)([O-])[O-].[K+].[K+].COCCOC. Product: [F:26][C:27]1[CH:34]=[CH:33][C:32]([C:2]2[N:3]=[C:4]([NH:8][C:9]3[CH:14]=[CH:13][C:12]([N:15]4[CH2:20][CH2:19][N:18]([CH:21]5[CH2:24][O:23][CH2:22]5)[C@@H:17]([CH3:25])[CH2:16]4)=[CH:11][CH:10]=3)[N:5]=[CH:6][N:7]=2)=[CH:31][C:28]=1[C:29]#[N:30]. The catalyst class is: 6. (2) Reactant: [OH:1][C:2]1[CH:7]=[CH:6][C:5]([C@H:8]2[CH2:10][C@H:9]2[C:11]([OH:13])=[O:12])=[CH:4][CH:3]=1.C(=O)(O)[O-].[K+].[CH2:19](Br)[C:20]1[CH:25]=[CH:24][CH:23]=[CH:22][CH:21]=1. Product: [OH:1][C:2]1[CH:3]=[CH:4][C:5]([C@H:8]2[CH2:10][C@H:9]2[C:11]([O:13][CH2:19][C:20]2[CH:25]=[CH:24][CH:23]=[CH:22][CH:21]=2)=[O:12])=[CH:6][CH:7]=1. The catalyst class is: 21. (3) Reactant: [H-].[H-].[H-].[H-].[Li+].[Al+3].S(=O)(=O)(O)O.Cl.[C:13]([S:17]([C:20]1[CH:21]=[C:22]2[C:27](=[CH:28][CH:29]=1)[N:26]=[CH:25][CH:24]=[C:23]2[NH:30][C:31]1[C:35]([C:36](OCC)=[O:37])=[C:34]([CH3:41])[NH:33][N:32]=1)(=[O:19])=[O:18])([CH3:16])([CH3:15])[CH3:14]. Product: [CH3:16][C:13]([S:17]([C:20]1[CH:21]=[C:22]2[C:27](=[CH:28][CH:29]=1)[N:26]=[CH:25][CH:24]=[C:23]2[NH:30][C:31]1[C:35]([CH2:36][OH:37])=[C:34]([CH3:41])[NH:33][N:32]=1)(=[O:18])=[O:19])([CH3:14])[CH3:15]. The catalyst class is: 1.